Dataset: CYP2C9 inhibition data for predicting drug metabolism from PubChem BioAssay. Task: Regression/Classification. Given a drug SMILES string, predict its absorption, distribution, metabolism, or excretion properties. Task type varies by dataset: regression for continuous measurements (e.g., permeability, clearance, half-life) or binary classification for categorical outcomes (e.g., BBB penetration, CYP inhibition). Dataset: cyp2c9_veith. (1) The drug is c1ccc(NN(Cc2cnccn2)c2ccccc2)cc1. The result is 1 (inhibitor). (2) The compound is COC(=O)[C@@]1(Cc2ccc(F)cc2)[C@H]2c3cc(C(=O)N(C)C)[nH]c3C[C@H]2CN1C(=O)c1ccccc1. The result is 1 (inhibitor). (3) The molecule is O=C(O)c1cc(C(=O)O)nc(C(=O)O)c1. The result is 0 (non-inhibitor). (4) The compound is COc1ccc(/C=N/NC(=O)Cc2csc(Nc3cccc(C(F)(F)F)c3)n2)cc1C. The result is 1 (inhibitor).